From a dataset of Reaction yield outcomes from USPTO patents with 853,638 reactions. Predict the reaction yield, written as a fraction of the theoretical maximum amount of product (1.0 means a 100% yield; for example, 0.34 means a 34% yield). The reactants are [CH:1]1([C:4](=[O:41])[CH2:5][O:6][C@H:7]2[CH2:12][CH2:11][C@H:10]([N:13]3[C:18](=[O:19])[C:17]([CH2:20][C:21]4[CH:26]=[CH:25][C:24]([C:27]5[C:28]([C:33]#[N:34])=[CH:29][CH:30]=[CH:31][CH:32]=5)=[CH:23][CH:22]=4)=[C:16]([CH2:35][CH2:36][CH3:37])[N:15]4[N:38]=[CH:39][N:40]=[C:14]34)[CH2:9][CH2:8]2)[CH2:3][CH2:2]1.[BH4-].[Na+].[Cl-].[NH4+]. The catalyst is O1CCCC1.CO. The product is [CH:1]1([CH:4]([OH:41])[CH2:5][O:6][C@H:7]2[CH2:8][CH2:9][C@H:10]([N:13]3[C:18](=[O:19])[C:17]([CH2:20][C:21]4[CH:22]=[CH:23][C:24]([C:27]5[C:28]([C:33]#[N:34])=[CH:29][CH:30]=[CH:31][CH:32]=5)=[CH:25][CH:26]=4)=[C:16]([CH2:35][CH2:36][CH3:37])[N:15]4[N:38]=[CH:39][N:40]=[C:14]34)[CH2:11][CH2:12]2)[CH2:2][CH2:3]1. The yield is 0.720.